The task is: Regression/Classification. Given a drug SMILES string, predict its toxicity properties. Task type varies by dataset: regression for continuous values (e.g., LD50, hERG inhibition percentage) or binary classification for toxic/non-toxic outcomes (e.g., AMES mutagenicity, cardiotoxicity, hepatotoxicity). Dataset: ld50_zhu.. This data is from Acute oral toxicity (LD50) regression data from Zhu et al.. (1) The molecule is CNC(=O)ON=C1CSCCS1. The rat oral LD50 is 4.14, given as -log10 of the dose in mol/kg body weight (higher means more acutely toxic). (2) The molecule is CCCCNCC1COc2cccc(OCC)c2O1. The rat oral LD50 is 2.88, given as -log10 of the dose in mol/kg body weight (higher means more acutely toxic).